This data is from Catalyst prediction with 721,799 reactions and 888 catalyst types from USPTO. The task is: Predict which catalyst facilitates the given reaction. (1) Reactant: [F:1][C:2]1[CH:3]=[C:4]([CH:7]=[CH:8][CH:9]=1)[CH2:5][OH:6].C1(P(C2C=CC=CC=2)C2C=CC=CC=2)C=CC=CC=1.[CH3:29][O:30][C:31]([C@H:33]1[CH2:37][C:36](=[O:38])[N:35]([C:39]2[CH:44]=[CH:43][C:42](O)=[CH:41][CH:40]=2)[CH2:34]1)=[O:32].N(C(OC(C)C)=O)=NC(OC(C)C)=O.C1(P(=O)(C2C=CC=CC=2)C2C=CC=CC=2)C=CC=CC=1. Product: [CH3:29][O:30][C:31]([C@H:33]1[CH2:37][C:36](=[O:38])[N:35]([C:39]2[CH:44]=[CH:43][C:42]([O:6][CH2:5][C:4]3[CH:7]=[CH:8][CH:9]=[C:2]([F:1])[CH:3]=3)=[CH:41][CH:40]=2)[CH2:34]1)=[O:32]. The catalyst class is: 7. (2) The catalyst class is: 9. Reactant: [F:1][C:2]1[C:7]([F:8])=[CH:6][CH:5]=[CH:4][C:3]=1[C:9]1([OH:20])[CH2:12][N:11]([C:13]([O:15][C:16]([CH3:19])([CH3:18])[CH3:17])=[O:14])[CH2:10]1.[H-].[Na+].[CH3:23]I.[Cl-].[Li+]. Product: [F:1][C:2]1[C:7]([F:8])=[CH:6][CH:5]=[CH:4][C:3]=1[C:9]1([O:20][CH3:23])[CH2:12][N:11]([C:13]([O:15][C:16]([CH3:17])([CH3:19])[CH3:18])=[O:14])[CH2:10]1. (3) Reactant: [OH:1][C:2]1[CH:11]=[C:10]([I:12])[CH:9]=[CH:8][C:3]=1[C:4]([O:6][CH3:7])=[O:5].[Cl:13]N1C(=O)CCC1=O. Product: [Cl:13][C:9]1[C:10]([I:12])=[CH:11][C:2]([OH:1])=[C:3]([CH:8]=1)[C:4]([O:6][CH3:7])=[O:5]. The catalyst class is: 15. (4) Reactant: [NH2:1][C:2]1[CH:7]=[CH:6][C:5]([C:8]([F:11])([F:10])[F:9])=[CH:4][N:3]=1.Cl[C:13]([O:15][C:16]1[CH:21]=[CH:20][CH:19]=[CH:18][CH:17]=1)=[O:14].CCOC(C)=O.CCCCCC. Product: [C:16]1([O:15][C:13](=[O:14])[NH:1][C:2]2[CH:7]=[CH:6][C:5]([C:8]([F:9])([F:11])[F:10])=[CH:4][N:3]=2)[CH:21]=[CH:20][CH:19]=[CH:18][CH:17]=1. The catalyst class is: 17. (5) Reactant: [CH:1]1([NH:4][C:5]([C@H:7]2[C@H:11]([OH:12])[CH2:10][N:9]([C:13]([O:15][CH2:16][C:17]3[CH:22]=[CH:21][CH:20]=[CH:19][CH:18]=3)=[O:14])[CH2:8]2)=O)[CH2:3][CH2:2]1.O.C(N(CC)CC)C. Product: [CH:1]1([NH:4][CH2:5][C@H:7]2[C@H:11]([OH:12])[CH2:10][N:9]([C:13]([O:15][CH2:16][C:17]3[CH:18]=[CH:19][CH:20]=[CH:21][CH:22]=3)=[O:14])[CH2:8]2)[CH2:3][CH2:2]1. The catalyst class is: 7. (6) Reactant: C(OC([N:11]1[CH2:15][CH2:14][CH2:13][CH:12]1[CH:16]=[CH:17][CH2:18][OH:19])=O)C1C=CC=CC=1. The catalyst class is: 178. Product: [NH:11]1[CH2:15][CH2:14][CH2:13][CH:12]1[CH2:16][CH2:17][CH2:18][OH:19].